Dataset: NCI-60 drug combinations with 297,098 pairs across 59 cell lines. Task: Regression. Given two drug SMILES strings and cell line genomic features, predict the synergy score measuring deviation from expected non-interaction effect. (1) Drug 1: CC=C1C(=O)NC(C(=O)OC2CC(=O)NC(C(=O)NC(CSSCCC=C2)C(=O)N1)C(C)C)C(C)C. Drug 2: CC1C(C(CC(O1)OC2CC(OC(C2O)C)OC3=CC4=CC5=C(C(=O)C(C(C5)C(C(=O)C(C(C)O)O)OC)OC6CC(C(C(O6)C)O)OC7CC(C(C(O7)C)O)OC8CC(C(C(O8)C)O)(C)O)C(=C4C(=C3C)O)O)O)O. Cell line: UACC-257. Synergy scores: CSS=38.9, Synergy_ZIP=0.532, Synergy_Bliss=1.42, Synergy_Loewe=-13.1, Synergy_HSA=0.356. (2) Drug 1: CC12CCC3C(C1CCC2=O)CC(=C)C4=CC(=O)C=CC34C. Drug 2: CC1=CC=C(C=C1)C2=CC(=NN2C3=CC=C(C=C3)S(=O)(=O)N)C(F)(F)F. Cell line: ACHN. Synergy scores: CSS=35.3, Synergy_ZIP=-1.62, Synergy_Bliss=-3.76, Synergy_Loewe=-2.60, Synergy_HSA=-3.64. (3) Drug 1: CCN(CC)CCCC(C)NC1=C2C=C(C=CC2=NC3=C1C=CC(=C3)Cl)OC. Drug 2: CC1=C(C(=O)C2=C(C1=O)N3CC4C(C3(C2COC(=O)N)OC)N4)N. Cell line: DU-145. Synergy scores: CSS=54.0, Synergy_ZIP=-0.581, Synergy_Bliss=-0.984, Synergy_Loewe=-5.21, Synergy_HSA=-0.126. (4) Drug 1: C1=CC(=CC=C1CCCC(=O)O)N(CCCl)CCCl. Drug 2: C1CNP(=O)(OC1)N(CCCl)CCCl. Cell line: HCT116. Synergy scores: CSS=37.1, Synergy_ZIP=-0.0606, Synergy_Bliss=-3.00, Synergy_Loewe=-14.5, Synergy_HSA=-2.04.